This data is from Reaction yield outcomes from USPTO patents with 853,638 reactions. The task is: Predict the reaction yield, written as a fraction of the theoretical maximum amount of product (1.0 means a 100% yield; for example, 0.34 means a 34% yield). (1) The reactants are [C:1]([O:5][C:6]([NH:8][C@@H:9]([CH2:13][C:14]1[CH:19]=[CH:18][C:17]([N+:20]([O-:22])=[O:21])=[CH:16][CH:15]=1)[C:10]([OH:12])=O)=[O:7])([CH3:4])([CH3:3])[CH3:2].C(N(CC)CC)C.ClC(OCC(C)C)=O.[N+:38](=[CH2:40])=[N-:39]. The catalyst is C1COCC1.CCOCC. The product is [C:1]([O:5][C:6](=[O:7])[NH:8][C@@H:9]([CH2:13][C:14]1[CH:19]=[CH:18][C:17]([N+:20]([O-:22])=[O:21])=[CH:16][CH:15]=1)[C:10](=[O:12])[CH:40]=[N+:38]=[N-:39])([CH3:2])([CH3:3])[CH3:4]. The yield is 0.820. (2) The reactants are [NH2:1][C:2]1[C:3]([C:12]([OH:14])=O)=[CH:4][C:5]2[C:10]([CH:11]=1)=[CH:9][CH:8]=[CH:7][CH:6]=2.O=S(Cl)Cl.[Cl:19][C:20]1[CH:26]=[CH:25][CH:24]=[CH:23][C:21]=1[NH2:22].C(Cl)(Cl)Cl. The catalyst is C1C=CC=CC=1. The product is [Cl:19][C:20]1[CH:26]=[CH:25][CH:24]=[CH:23][C:21]=1[NH:22][C:12]([C:3]1[C:2]([NH2:1])=[CH:11][C:10]2[C:5](=[CH:6][CH:7]=[CH:8][CH:9]=2)[CH:4]=1)=[O:14]. The yield is 0.540. (3) The reactants are [O:1]1[CH2:6][CH2:5][CH:4]([CH2:7][OH:8])[CH2:3][CH2:2]1.[OH-].[Na+].[C:11]1([CH3:21])[CH:16]=[CH:15][C:14]([S:17](Cl)(=[O:19])=[O:18])=[CH:13][CH:12]=1.Cl.CC1CCCCC1. The catalyst is CC1CCCO1. The product is [O:1]1[CH2:6][CH2:5][CH:4]([CH2:7][O:8][S:17]([C:14]2[CH:15]=[CH:16][C:11]([CH3:21])=[CH:12][CH:13]=2)(=[O:19])=[O:18])[CH2:3][CH2:2]1. The yield is 0.990. (4) The reactants are [NH2:1][C:2]1[C:3]([C:18](O)=O)=[N:4][C:5]([C:8]2[CH:13]=[CH:12][C:11]([S:14]([CH3:17])(=[O:16])=[O:15])=[CH:10][CH:9]=2)=[CH:6][N:7]=1.C(OP(C#N)(OCC)=O)C.C(N(CC)CC)C.[NH2:38][C:39]1[C:44]([NH2:45])=[CH:43][CH:42]=[CH:41][C:40]=1[OH:46]. The catalyst is COCCOC.CCOC(C)=O. The product is [NH2:1][C:2]1[C:3]([C:18]2[NH:38][C:39]3[C:40]([OH:46])=[CH:41][CH:42]=[CH:43][C:44]=3[N:45]=2)=[N:4][C:5]([C:8]2[CH:9]=[CH:10][C:11]([S:14]([CH3:17])(=[O:15])=[O:16])=[CH:12][CH:13]=2)=[CH:6][N:7]=1. The yield is 0.740. (5) The reactants are [OH:1]O.[Br:3][C:4]1[CH:5]=[C:6]([CH:9]=[CH:10][C:11]=1[O:12][C:13]([F:16])([F:15])[F:14])[CH:7]=[O:8].Cl. The catalyst is [OH-].[Na+].CO.C(Cl)Cl. The product is [Br:3][C:4]1[CH:5]=[C:6]([CH:9]=[CH:10][C:11]=1[O:12][C:13]([F:14])([F:15])[F:16])[C:7]([OH:1])=[O:8]. The yield is 0.910. (6) The reactants are [CH3:1][O:2][C:3]1[CH:8]=[C:7]([CH3:9])[C:6]([S:10]([N:13]([CH2:15][C:16]2[NH:20][C:19]3[C:21]([C:25](OC)=[O:26])=[CH:22][CH:23]=[CH:24][C:18]=3[N:17]=2)[CH3:14])(=[O:12])=[O:11])=[C:5]([CH3:29])[CH:4]=1.[H-].[H-].[H-].[H-].[Li+].[Al+3]. The catalyst is C1COCC1. The product is [OH:26][CH2:25][C:21]1[C:19]2[NH:20][C:16]([CH2:15][N:13]([CH3:14])[S:10]([C:6]3[C:5]([CH3:29])=[CH:4][C:3]([O:2][CH3:1])=[CH:8][C:7]=3[CH3:9])(=[O:12])=[O:11])=[N:17][C:18]=2[CH:24]=[CH:23][CH:22]=1. The yield is 0.750. (7) The reactants are Br[CH2:2][C:3]1[S:7][CH:6]=[N:5][C:4]=1[CH2:8][CH3:9].[SH:10][C:11]1[N:16]=[C:15]([OH:17])[CH:14]=[C:13]([C:18]([F:21])([F:20])[F:19])[N:12]=1.C(N(CC)CC)C. The catalyst is C(O)C. The product is [CH2:8]([C:4]1[N:5]=[CH:6][S:7][C:3]=1[CH2:2][S:10][C:11]1[N:16]=[C:15]([OH:17])[CH:14]=[C:13]([C:18]([F:21])([F:19])[F:20])[N:12]=1)[CH3:9]. The yield is 0.780.